Dataset: Reaction yield outcomes from USPTO patents with 853,638 reactions. Task: Predict the reaction yield, written as a fraction of the theoretical maximum amount of product (1.0 means a 100% yield; for example, 0.34 means a 34% yield). (1) The reactants are [NH2:1][C:2]1[NH:3][C:4](=[O:19])[C:5]([C:17]#[N:18])=[C:6]([S:8][CH2:9][CH2:10][C:11]2[CH:16]=[CH:15][CH:14]=[CH:13][N:12]=2)[N:7]=1.C(C1C=CC=C(C(C)(C)C)N=1)(C)(C)C.[S:34](O[S:34]([C:37]([F:40])([F:39])[F:38])(=[O:36])=[O:35])([C:37]([F:40])([F:39])[F:38])(=[O:36])=[O:35]. The catalyst is ClCCl.CO. The product is [NH2:1][C:2]1[N:3]=[C:4]([O:19][S:34]([C:37]([F:40])([F:39])[F:38])(=[O:36])=[O:35])[C:5]([C:17]#[N:18])=[C:6]([S:8][CH2:9][CH2:10][C:11]2[CH:16]=[CH:15][CH:14]=[CH:13][N:12]=2)[N:7]=1. The yield is 0.650. (2) The reactants are Br[C:2]1[CH:3]=[N:4][CH:5]=[C:6]([Br:8])[CH:7]=1.[CH3:9][CH:10]([OH:14])[CH2:11][CH:12]=[CH2:13].C1(C)C=CC=CC=1P(C1C=CC=CC=1C)C1C=CC=CC=1C.C(N(CC)CC)C. The catalyst is O.C([O-])(=O)C.[Pd+2].C([O-])(=O)C.C(#N)C. The product is [Br:8][C:6]1[CH:7]=[C:2](/[CH:13]=[CH:12]/[CH2:11][CH:10]([OH:14])[CH3:9])[CH:3]=[N:4][CH:5]=1. The yield is 0.340.